From a dataset of Forward reaction prediction with 1.9M reactions from USPTO patents (1976-2016). Predict the product of the given reaction. (1) Given the reactants [Cl:1][C:2]1[C:3]([N:27]([CH3:31])[CH2:28][CH2:29][CH3:30])=[CH:4][C:5]2[N:11]=[C:10]([C:12]3[CH:17]=[CH:16][CH:15]=[C:14]([N:18]4[C:22]([CH2:23]O)=[CH:21][N:20]=[N:19]4)[CH:13]=3)[CH2:9][C:8](=[O:25])[NH:7][C:6]=2[CH:26]=1.S(Cl)(Cl)=O.[Cl-].[CH3:37][NH2:38], predict the reaction product. The product is: [Cl:1][C:2]1[C:3]([N:27]([CH3:31])[CH2:28][CH2:29][CH3:30])=[CH:4][C:5]2[N:11]=[C:10]([C:12]3[CH:17]=[CH:16][CH:15]=[C:14]([N:18]4[C:22]([CH2:23][NH:38][CH3:37])=[CH:21][N:20]=[N:19]4)[CH:13]=3)[CH2:9][C:8](=[O:25])[NH:7][C:6]=2[CH:26]=1. (2) Given the reactants [CH3:1][C:2]1[N:3]([CH2:15][CH2:16][O:17][CH2:18][C:19]#[CH:20])[C:4]2[C:13]3[CH:12]=[CH:11][CH:10]=[CH:9][C:8]=3[N:7]=[CH:6][C:5]=2[N:14]=1.I[C:22]1[CH:27]=[CH:26][CH:25]=[CH:24][CH:23]=1.C(=O)(O)[O-].[Na+], predict the reaction product. The product is: [CH3:1][C:2]1[N:3]([CH2:15][CH2:16][O:17][CH2:18][C:19]#[C:20][C:22]2[CH:27]=[CH:26][CH:25]=[CH:24][CH:23]=2)[C:4]2[C:13]3[CH:12]=[CH:11][CH:10]=[CH:9][C:8]=3[N:7]=[CH:6][C:5]=2[N:14]=1. (3) The product is: [F:1][C:2]1[CH:3]=[N:4][C:5]([O:11][CH3:12])=[C:6]([CH:10]=1)[C:7]([N:20]([O:25][CH3:26])[CH3:24])=[O:9]. Given the reactants [F:1][C:2]1[CH:3]=[N:4][C:5]([O:11][CH3:12])=[C:6]([CH:10]=1)[C:7]([OH:9])=O.C([N:20]1[CH:24]=CN=C1)(N1C=CN=C1)=O.[O:25]1CCC[CH2:26]1, predict the reaction product. (4) Given the reactants [C:1]([C:5]1[CH:6]=[C:7]2[C:12](=[C:13]([F:15])[CH:14]=1)[C:11](=[O:16])[N:10]([C:17]1[C:18]([CH2:45][OH:46])=[C:19]([N:23]3[CH:27]=[C:26]([C:28]#[N:29])[C:25]([NH:30][C:31]4[CH:36]=[CH:35][C:34]([C:37]([N:39]5[CH2:44][CH2:43][O:42][CH2:41][CH2:40]5)=[O:38])=[CH:33][CH:32]=4)=[N:24]3)[CH:20]=[CH:21][CH:22]=1)[N:9]=[CH:8]2)([CH3:4])([CH3:3])[CH3:2].C1C[O:50]CC1, predict the reaction product. The product is: [C:1]([C:5]1[CH:6]=[C:7]2[C:12](=[C:13]([F:15])[CH:14]=1)[C:11](=[O:16])[N:10]([C:17]1[C:18]([CH2:45][OH:46])=[C:19]([N:23]3[CH:27]=[C:26]([C:28]([NH2:29])=[O:50])[C:25]([NH:30][C:31]4[CH:36]=[CH:35][C:34]([C:37]([N:39]5[CH2:40][CH2:41][O:42][CH2:43][CH2:44]5)=[O:38])=[CH:33][CH:32]=4)=[N:24]3)[CH:20]=[CH:21][CH:22]=1)[N:9]=[CH:8]2)([CH3:4])([CH3:2])[CH3:3]. (5) Given the reactants [Cl:1][C:2]1[CH:14]=[CH:13][CH:12]=[CH:11][C:3]=1[CH2:4][C:5]1[S:9][C:8]([NH2:10])=[N:7][N:6]=1.[O:15]1[C:19]2[CH:20]=[CH:21][C:22]([C:24]3([C:27](O)=[O:28])[CH2:26][CH2:25]3)=[CH:23][C:18]=2[O:17][CH2:16]1.C(N(CC)CC)C.F[P-](F)(F)(F)(F)F.N1(O[P+](N(C)C)(N(C)C)N(C)C)C2C=CC=CC=2N=N1, predict the reaction product. The product is: [Cl:1][C:2]1[CH:14]=[CH:13][CH:12]=[CH:11][C:3]=1[CH2:4][C:5]1[S:9][C:8]([NH:10][C:27]([C:24]2([C:22]3[CH:21]=[CH:20][C:19]4[O:15][CH2:16][O:17][C:18]=4[CH:23]=3)[CH2:26][CH2:25]2)=[O:28])=[N:7][N:6]=1. (6) The product is: [Cl:1][C:2]1[C:7]2=[N:8][CH:9]=[C:10]([O:12][CH2:13][C:14]3[N:18]=[C:17]([CH3:16])[O:36][N:35]=3)[N:11]=[C:6]2[CH:5]=[CH:4][N:3]=1. Given the reactants [Cl:1][C:2]1[C:7]2=[N:8][CH:9]=[C:10]([O:12][CH2:13][C:14]3O[CH:16]=[CH:17][N:18]=3)[N:11]=[C:6]2[CH:5]=[CH:4][N:3]=1.ClC1N=C2C=CN=C(Cl)C2=NC=1.CC1[O:36][N:35]=C(CO)N=1, predict the reaction product. (7) The product is: [Cl:20][C:9]1[CH:10]=[CH:11][CH:12]=[C:13]([O:14][C@H:15]([CH2:17][CH:18]=[CH2:19])[CH3:16])[C:8]=1[C:6]1[C:5]([F:21])=[CH:4][CH:3]=[C:2]([B:25]2[O:26][C:27]([CH3:29])([CH3:28])[C:23]([CH3:39])([CH3:22])[O:24]2)[CH:7]=1. Given the reactants Br[C:2]1[CH:3]=[CH:4][C:5]([F:21])=[C:6]([C:8]2[C:13]([O:14][C@H:15]([CH2:17][CH:18]=[CH2:19])[CH3:16])=[CH:12][CH:11]=[CH:10][C:9]=2[Cl:20])[CH:7]=1.[CH3:22][C:23]1([CH3:39])[C:27]([CH3:29])([CH3:28])[O:26][B:25]([B:25]2[O:26][C:27]([CH3:29])([CH3:28])[C:23]([CH3:39])([CH3:22])[O:24]2)[O:24]1.C([O-])(=O)C.[K+], predict the reaction product.